The task is: Predict the reactants needed to synthesize the given product.. This data is from Full USPTO retrosynthesis dataset with 1.9M reactions from patents (1976-2016). (1) Given the product [CH3:27][N:25]([CH3:26])[CH2:24][CH2:23][N:20]1[CH2:21][CH2:22][CH:17]([N:15]([CH3:16])[C:14]([NH:13][C:9]2[CH:8]=[C:7]([O:6][C:5]3[CH:4]=[CH:3][C:2]([NH:1][C:41]([NH:40][C:38](=[O:39])[CH2:37][C:31]4[CH:32]=[CH:33][CH:34]=[CH:35][CH:36]=4)=[O:42])=[CH:30][CH:29]=3)[CH:12]=[CH:11][N:10]=2)=[O:28])[CH2:18][CH2:19]1, predict the reactants needed to synthesize it. The reactants are: [NH2:1][C:2]1[CH:30]=[CH:29][C:5]([O:6][C:7]2[CH:12]=[CH:11][N:10]=[C:9]([NH:13][C:14](=[O:28])[N:15]([CH:17]3[CH2:22][CH2:21][N:20]([CH2:23][CH2:24][N:25]([CH3:27])[CH3:26])[CH2:19][CH2:18]3)[CH3:16])[CH:8]=2)=[CH:4][CH:3]=1.[C:31]1([CH2:37][C:38]([N:40]=[C:41]=[O:42])=[O:39])[CH:36]=[CH:35][CH:34]=[CH:33][CH:32]=1. (2) The reactants are: C([O:4][CH2:5][C:6](Cl)=[O:7])(=O)C.[CH2:9]([NH:27][CH2:28][CH2:29][CH2:30][CH2:31][CH2:32][CH2:33][CH2:34][CH2:35][CH2:36][CH2:37][CH2:38][CH2:39][CH2:40][CH2:41][CH2:42][CH2:43][CH2:44][CH3:45])[CH2:10][CH2:11][CH2:12][CH2:13][CH2:14][CH2:15][CH2:16][CH2:17][CH2:18][CH2:19][CH2:20][CH2:21][CH2:22][CH2:23][CH2:24][CH2:25][CH3:26].CCN(CC)CC.[OH-].[Na+]. Given the product [OH:4][CH2:5][C:6]([N:27]([CH2:28][CH2:29][CH2:30][CH2:31][CH2:32][CH2:33][CH2:34][CH2:35][CH2:36][CH2:37][CH2:38][CH2:39][CH2:40][CH2:41][CH2:42][CH2:43][CH2:44][CH3:45])[CH2:9][CH2:10][CH2:11][CH2:12][CH2:13][CH2:14][CH2:15][CH2:16][CH2:17][CH2:18][CH2:19][CH2:20][CH2:21][CH2:22][CH2:23][CH2:24][CH2:25][CH3:26])=[O:7], predict the reactants needed to synthesize it. (3) Given the product [CH3:1][C:2]([CH2:24][C:25]#[C:26][C:27]1[CH:32]=[CH:31][CH:30]=[CH:29][CH:28]=1)([C:3]([O:5][CH2:6][CH3:7])=[O:4])[C:8]([O:10][CH2:11][CH3:12])=[O:9], predict the reactants needed to synthesize it. The reactants are: [CH3:1][CH:2]([C:8]([O:10][CH2:11][CH3:12])=[O:9])[C:3]([O:5][CH2:6][CH3:7])=[O:4].C[Si]([N-][Si](C)(C)C)(C)C.[Li+].Br[CH2:24][C:25]#[C:26][C:27]1[CH:32]=[CH:31][CH:30]=[CH:29][CH:28]=1.P(Br)(Br)Br.N1C=CC=CC=1. (4) Given the product [CH3:1][O:2][C:3](=[O:33])[CH2:4][CH2:5][CH2:6][C:7]#[C:8][C:9]1[CH:10]=[C:11]([CH2:24][OH:25])[CH:12]=[C:13]([CH2:15][OH:16])[CH:14]=1, predict the reactants needed to synthesize it. The reactants are: [CH3:1][O:2][C:3](=[O:33])[CH2:4][CH2:5][CH2:6][C:7]#[C:8][C:9]1[CH:14]=[C:13]([C:15](C)(C)[O:16][SiH2]C(C)(C)C)[CH:12]=[C:11]([C:24](C)(C)[O:25][SiH2]C(C)(C)C)[CH:10]=1.[F-].C([N+](CCCC)(CCCC)CCCC)CCC.C(OCC)(=O)C. (5) Given the product [CH3:14][O:15][C:16](=[O:21])[C@@H:17]([CH3:20])[CH2:18][O:19][Si:6]([C:9]([CH3:12])([CH3:11])[CH3:10])([CH3:8])[CH3:7], predict the reactants needed to synthesize it. The reactants are: N1C=CN=C1.[Si:6](Cl)([C:9]([CH3:12])([CH3:11])[CH3:10])([CH3:8])[CH3:7].[CH3:14][O:15][C:16](=[O:21])[C@@H:17]([CH3:20])[CH2:18][OH:19].O. (6) The reactants are: [CH2:1]([O:3][C:4]([C:6]1[CH:7]=[N:8][C:9]2[C:14]([C:15]=1Cl)=[CH:13][CH:12]=[CH:11][C:10]=2[N+:17]([O-])=O)=[O:5])[CH3:2].[CH:20]([NH2:23])([CH3:22])[CH3:21]. Given the product [CH2:1]([O:3][C:4]([C:6]1[CH:7]=[N:8][C:9]2[C:14]([C:15]=1[NH:23][CH:20]([CH3:22])[CH3:21])=[CH:13][CH:12]=[CH:11][C:10]=2[NH2:17])=[O:5])[CH3:2], predict the reactants needed to synthesize it. (7) Given the product [C:1]([NH:5][S:6]([C:9]1[CH:10]=[C:11]([CH:15]=[O:16])[N:12]([CH3:14])[CH:13]=1)(=[O:8])=[O:7])([CH3:4])([CH3:2])[CH3:3], predict the reactants needed to synthesize it. The reactants are: [C:1]([NH:5][S:6]([C:9]1[CH:10]=[C:11]([CH2:15][OH:16])[N:12]([CH3:14])[CH:13]=1)(=[O:8])=[O:7])([CH3:4])([CH3:3])[CH3:2]. (8) Given the product [OH:1][C:2]1[CH:7]=[CH:6][CH:5]=[CH:4][C:3]=1[C:8](=[O:10])[CH:9]=[CH:20][C:19]1[CH:22]=[C:23]([CH3:24])[C:16]([C:14]([OH:15])=[O:13])=[C:17]([CH3:27])[C:18]=1[O:25][CH3:26], predict the reactants needed to synthesize it. The reactants are: [OH:1][C:2]1[CH:7]=[CH:6][CH:5]=[CH:4][C:3]=1[C:8](=[O:10])[CH3:9].C([O:13][C:14]([C:16]1[C:23]([CH3:24])=[CH:22][C:19]([CH:20]=O)=[C:18]([O:25][CH3:26])[C:17]=1[CH3:27])=[O:15])C. (9) Given the product [CH:1]1([C@H:5]([NH:7][C:8]2[N:16]=[C:15]([C:17]#[N:18])[N:14]=[C:13]3[C:9]=2[N:10]([CH2:19][C@H:20]2[CH2:21][CH2:22][C@H:23]([C:26]([F:27])([F:28])[F:29])[CH2:24][CH2:25]2)[C:11]([C:31]2[CH:36]=[C:35]([CH:37]([CH3:39])[CH3:38])[CH:34]=[CH:33][N:32]=2)=[N:12]3)[CH3:6])[CH2:4][CH2:3][CH2:2]1, predict the reactants needed to synthesize it. The reactants are: [CH:1]1([C@H:5]([NH:7][C:8]2[N:16]=[C:15]([C:17]#[N:18])[N:14]=[C:13]3[C:9]=2[N:10]([CH2:19][C@H:20]2[CH2:25][CH2:24][C@H:23]([C:26]([F:29])([F:28])[F:27])[CH2:22][CH2:21]2)[CH:11]=[N:12]3)[CH3:6])[CH2:4][CH2:3][CH2:2]1.Br[C:31]1[CH:36]=[C:35]([CH:37]([CH3:39])[CH3:38])[CH:34]=[CH:33][N:32]=1.[F-].[Cs+].C(O)(=O)C(C)(C)C. (10) Given the product [CH3:41][C:36]1[C:35]([C:22]2[C:23]3[O:28][CH2:27][C@H:26]([C:29]4[CH:34]=[CH:33][CH:32]=[CH:31][N:30]=4)[N:25]4[C:17]([N:12]5[CH2:13][CH2:14][C:10]([CH3:9])([OH:15])[CH2:11]5)=[N:18][C:19]([C:24]=34)=[CH:20][CH:21]=2)=[C:39]([CH3:40])[O:38][N:37]=1, predict the reactants needed to synthesize it. The reactants are: C(N(CC)CC)C.Cl.[CH3:9][C:10]1([OH:15])[CH2:14][CH2:13][NH:12][CH2:11]1.Cl[C:17]1[N:25]2[C@@H:26]([C:29]3[CH:34]=[CH:33][CH:32]=[CH:31][N:30]=3)[CH2:27][O:28][C:23]3=[C:24]2[C:19](=[CH:20][CH:21]=[C:22]3[C:35]2[C:36]([CH3:41])=[N:37][O:38][C:39]=2[CH3:40])[N:18]=1.